Dataset: Catalyst prediction with 721,799 reactions and 888 catalyst types from USPTO. Task: Predict which catalyst facilitates the given reaction. (1) Reactant: [C:1]([OH:18])(=[O:17])[CH2:2][CH2:3][CH2:4][CH2:5][CH2:6][CH2:7][CH2:8][CH2:9][CH2:10][CH2:11][CH2:12][CH2:13][CH2:14][CH2:15][CH3:16].C(=O)(O)[O-].[Na+].S([O-])([O-])(=O)=O.C([N+](CCCC)(CCCC)CCCC)CCC.C([N+](CCCC)(CCCC)CCCC)CCC.S(Cl)(O[CH2:67][Cl:68])(=O)=O. Product: [C:1]([O:18][CH2:67][Cl:68])(=[O:17])[CH2:2][CH2:3][CH2:4][CH2:5][CH2:6][CH2:7][CH2:8][CH2:9][CH2:10][CH2:11][CH2:12][CH2:13][CH2:14][CH2:15][CH3:16]. The catalyst class is: 46. (2) Reactant: [CH2:1]([C:4]1[N:8]([CH2:9][C:10]2[CH:28]=[CH:27][C:13]3/[C:14](=[CH:23]/[C:24](O)=[O:25])/[C:15]4[CH:22]=[CH:21][CH:20]=[CH:19][C:16]=4[CH2:17][CH2:18][C:12]=3[CH:11]=2)[C:7]2[CH:29]=[CH:30][CH:31]=[CH:32][C:6]=2[N:5]=1)[CH2:2][CH3:3].O.[NH2:34][NH2:35].O. Product: [CH2:1]([C:4]1[N:8]([CH2:9][C:10]2[CH:28]=[CH:27][C:13]3/[C:14](=[CH:23]/[C:24]([NH:34][NH2:35])=[O:25])/[C:15]4[CH:22]=[CH:21][CH:20]=[CH:19][C:16]=4[CH2:17][CH2:18][C:12]=3[CH:11]=2)[C:7]2[CH:29]=[CH:30][CH:31]=[CH:32][C:6]=2[N:5]=1)[CH2:2][CH3:3]. The catalyst class is: 1. (3) Reactant: [Br:1][C:2]1[CH:3]=[C:4]2[C:9](=[CH:10][CH:11]=1)[N:8]=[C:7]([NH2:12])[N:6]=[CH:5]2.O.[C:14]1(C)C=CC(S(O)(=O)=O)=CC=1.CN. Product: [Br:1][C:2]1[CH:3]=[C:4]2[C:9](=[CH:10][CH:11]=1)[N:8]=[C:7]([NH:12][CH3:14])[N:6]=[CH:5]2. The catalyst class is: 2. (4) Reactant: [Cl:1][C:2]1[N:7]=[C:6]([NH:8][C:9]2[CH:14]=[CH:13][C:12]([CH3:15])=[CH:11][C:10]=2[Br:16])[CH:5]=[CH:4][N:3]=1.Cl[CH2:18][C:19]#[N:20].C(=O)([O-])[O-].[K+].[K+]. Product: [CH3:9][CH2:10][CH2:11][CH:12]([CH3:15])[CH3:13].[Cl:1][C:2]1[N:7]=[C:6]([N:8]([CH2:18][C:19]#[N:20])[C:9]2[CH:14]=[CH:13][C:12]([CH3:15])=[CH:11][C:10]=2[Br:16])[CH:5]=[CH:4][N:3]=1. The catalyst class is: 3. (5) Reactant: [NH2:1][C:2]1[N:7]=[C:6]([C:8]2[O:9][CH:10]=[CH:11][CH:12]=2)[C:5]([C:13]#[N:14])=[C:4](S(C)(=O)=O)[N:3]=1.[CH3:19][O:20][CH2:21][CH2:22][NH2:23]. Product: [NH2:1][C:2]1[N:7]=[C:6]([C:8]2[O:9][CH:10]=[CH:11][CH:12]=2)[C:5]([C:13]#[N:14])=[C:4]([NH:23][CH2:22][CH2:21][O:20][CH3:19])[N:3]=1. The catalyst class is: 57. (6) Reactant: C(Cl)(=O)C(Cl)=O.[F:7][C:8]1[CH:9]=[C:10]([CH:17]=[C:18]([F:20])[CH:19]=1)[O:11][CH2:12][CH2:13][C:14]([OH:16])=O.[Cl-].[Cl-].[Cl-].[Al+3].Cl. Product: [F:20][C:18]1[CH:19]=[C:8]([F:7])[CH:9]=[C:10]2[C:17]=1[C:14](=[O:16])[CH2:13][CH2:12][O:11]2. The catalyst class is: 139.